From a dataset of Forward reaction prediction with 1.9M reactions from USPTO patents (1976-2016). Predict the product of the given reaction. (1) Given the reactants [Cl:1][C:2]1[CH:3]=[C:4]([C:8]#[C:9][C:10]2[N:11]=[C:12]([CH3:22])[N:13]([C:15]3[CH:20]=[CH:19][NH:18][C:17](=[O:21])[CH:16]=3)[CH:14]=2)[CH:5]=[CH:6][CH:7]=1.[CH2:23](I)[CH3:24], predict the reaction product. The product is: [Cl:1][C:2]1[CH:3]=[C:4]([C:8]#[C:9][C:10]2[N:11]=[C:12]([CH3:22])[N:13]([C:15]3[CH:20]=[CH:19][N:18]([CH2:23][CH3:24])[C:17](=[O:21])[CH:16]=3)[CH:14]=2)[CH:5]=[CH:6][CH:7]=1. (2) Given the reactants [Br:1][C:2]1[O:6][C:5]([CH2:7][NH:8][CH2:9][C:10]2[CH:15]=[CH:14][C:13]([O:16][CH3:17])=[CH:12][CH:11]=2)=[C:4]([C:18]([OH:20])=O)[CH:3]=1.O=S(Cl)Cl, predict the reaction product. The product is: [Br:1][C:2]1[O:6][CH:5]2[CH2:7][N:8]([CH2:9][C:10]3[CH:15]=[CH:14][C:13]([O:16][CH3:17])=[CH:12][CH:11]=3)[C:18](=[O:20])[CH:4]2[CH:3]=1. (3) Given the reactants Cl.Cl.[O:3]1[C:8]2=[CH:9][CH:10]=[CH:11][C:7]2=[CH:6][C:5]([CH:12]2[CH2:17][CH2:16][CH2:15][CH2:14][N:13]2[CH2:18][CH2:19][C@H:20]2[CH2:25][CH2:24][C@H:23]([NH2:26])[CH2:22][CH2:21]2)=[CH:4]1.[N:27]1([C:32]2[CH:40]=[CH:39][C:35]([C:36](O)=[O:37])=[CH:34][CH:33]=2)[CH:31]=[CH:30][CH:29]=[CH:28]1, predict the reaction product. The product is: [O:3]1[C:8]2=[CH:9][CH:10]=[CH:11][C:7]2=[CH:6][C:5]([CH:12]2[CH2:17][CH2:16][CH2:15][CH2:14][N:13]2[CH2:18][CH2:19][C@H:20]2[CH2:21][CH2:22][C@H:23]([NH:26][C:36](=[O:37])[C:35]3[CH:39]=[CH:40][C:32]([N:27]4[CH:31]=[CH:30][CH:29]=[CH:28]4)=[CH:33][CH:34]=3)[CH2:24][CH2:25]2)=[CH:4]1. (4) Given the reactants [F:1][C:2]1[CH:7]=[CH:6][CH:5]=[CH:4][C:3]=1[C:8]1[CH:13]=[C:12]([CH3:14])[C:11]([N+:15]([O-:17])=[O:16])=[CH:10][N:9]=1.CO[CH:20](OC)[N:21]([CH3:23])[CH3:22], predict the reaction product. The product is: [F:1][C:2]1[CH:7]=[CH:6][CH:5]=[CH:4][C:3]=1[C:8]1[CH:13]=[C:12]([CH:14]=[CH:20][N:21]([CH3:23])[CH3:22])[C:11]([N+:15]([O-:17])=[O:16])=[CH:10][N:9]=1. (5) Given the reactants C(OC([N:8]1[CH2:12][C@H:11]([OH:13])[CH2:10][C@H:9]1[C:14](=[O:26])[NH:15][C@@:16]1([C:21]([O:23][CH2:24][CH3:25])=[O:22])[CH2:18][C@@H:17]1[CH:19]=[CH2:20])=O)(C)(C)C, predict the reaction product. The product is: [CH2:24]([O:23][C:21]([C@:16]1([NH:15][C:14]([C@@H:9]2[CH2:10][C@@H:11]([OH:13])[CH2:12][NH:8]2)=[O:26])[CH2:18][C@@H:17]1[CH:19]=[CH2:20])=[O:22])[CH3:25]. (6) Given the reactants C([O:8][C:9]1[CH:14]=[CH:13][C:12]([C:15]2[N:19]([C:20]3[CH:25]=[CH:24][C:23]([O:26][CH3:27])=[CH:22][CH:21]=3)[N:18]=[C:17]([NH:28][C:29](=[O:33])[N:30]([CH3:32])[CH3:31])[CH:16]=2)=[CH:11][CH:10]=1)C1C=CC=CC=1.C([O-])=O.[NH4+], predict the reaction product. The product is: [OH:8][C:9]1[CH:10]=[CH:11][C:12]([C:15]2[N:19]([C:20]3[CH:25]=[CH:24][C:23]([O:26][CH3:27])=[CH:22][CH:21]=3)[N:18]=[C:17]([NH:28][C:29](=[O:33])[N:30]([CH3:32])[CH3:31])[CH:16]=2)=[CH:13][CH:14]=1. (7) Given the reactants [CH3:1][O:2][C:3]1[C:12]([CH3:13])=[C:11]2[C:6]([C:7]([O:20][CH:21]3[CH2:38][CH:37]4[N:23]([C:24](=[O:44])[N:25]([CH3:43])[CH2:26][CH2:27][CH2:28][CH2:29][CH:30]=[CH:31][CH:32]5[C:34]([C:40]([OH:42])=O)([NH:35][C:36]4=[O:39])[CH2:33]5)[CH2:22]3)=[N:8][C:9]([C:14]3[CH:19]=[CH:18][N:17]=[CH:16][CH:15]=3)=[N:10]2)=[CH:5][CH:4]=1.CCN=C=NCCCN(C)C.[CH:56]1([S:59]([NH2:62])(=[O:61])=[O:60])[CH2:58][CH2:57]1.C1CCN2C(=NCCC2)CC1, predict the reaction product. The product is: [CH3:1][O:2][C:3]1[C:12]([CH3:13])=[C:11]2[C:6]([C:7]([O:20][CH:21]3[CH2:38][CH:37]4[N:23]([C:24](=[O:44])[N:25]([CH3:43])[CH2:26][CH2:27][CH2:28][CH2:29][CH:30]=[CH:31][CH:32]5[C:34]([C:40]([NH:62][S:59]([CH:56]6[CH2:58][CH2:57]6)(=[O:61])=[O:60])=[O:42])([NH:35][C:36]4=[O:39])[CH2:33]5)[CH2:22]3)=[N:8][C:9]([C:14]3[CH:19]=[CH:18][N:17]=[CH:16][CH:15]=3)=[N:10]2)=[CH:5][CH:4]=1. (8) Given the reactants Cl[C:2]1[CH:3]=[C:4]([C:9]2[N:13]3[C:14]4[N:22]=[C:21]([O:23][CH3:24])[CH:20]=[CH:19][C:15]=4[N:16]=[C:17]([CH3:18])[C:12]3=[C:11]([CH3:25])[N:10]=2)[CH:5]=[C:6](Cl)C=1.CC1(B(O)O)C=C(C)[O:29][NH:28]1.C([O-])([O-])=O.[K+].[K+], predict the reaction product. The product is: [CH3:6][C:5]1[C:4]([C:9]2[N:13]3[C:14]4[N:22]=[C:21]([O:23][CH3:24])[CH:20]=[CH:19][C:15]=4[N:16]=[C:17]([CH3:18])[C:12]3=[C:11]([CH3:25])[N:10]=2)=[C:3]([CH3:2])[O:29][N:28]=1. (9) Given the reactants [N:1]1([C:6]2[N:11]=[CH:10][C:9]([C:12]([OH:14])=O)=[CH:8][N:7]=2)[CH2:5][CH2:4][CH2:3][CH2:2]1.[CH3:15][O:16][C:17]1[CH:18]=[C:19]([CH:21]=[CH:22][CH:23]=1)[NH2:20], predict the reaction product. The product is: [CH3:15][O:16][C:17]1[CH:18]=[C:19]([NH:20][C:12]([C:9]2[CH:10]=[N:11][C:6]([N:1]3[CH2:2][CH2:3][CH2:4][CH2:5]3)=[N:7][CH:8]=2)=[O:14])[CH:21]=[CH:22][CH:23]=1. (10) Given the reactants [C:1]12([CH3:11])[C:8]([CH3:10])([CH3:9])[CH:5]([CH2:6][CH2:7]1)[CH2:4][C:2]2=[O:3].[CH:12]([O-])([O-])OC.[H][H], predict the reaction product. The product is: [CH3:12][O:3][CH:2]1[CH2:4][CH:5]2[C:8]([CH3:10])([CH3:9])[C:1]1([CH3:11])[CH2:7][CH2:6]2.